This data is from Reaction yield outcomes from USPTO patents with 853,638 reactions. The task is: Predict the reaction yield, written as a fraction of the theoretical maximum amount of product (1.0 means a 100% yield; for example, 0.34 means a 34% yield). (1) The reactants are [CH3:1][O:2][C:3]1[C:11]([O:12][CH3:13])=[CH:10][CH:9]=[CH:8][C:4]=1[C:5]([OH:7])=O.[CH2:14]([NH2:18])[CH2:15][CH2:16][CH3:17].Cl.C(N=C=NCCCN(C)C)C. The catalyst is C(Cl)Cl.CN(C1C=CN=CC=1)C. The product is [CH2:14]([NH:18][C:5](=[O:7])[C:4]1[CH:8]=[CH:9][CH:10]=[C:11]([O:12][CH3:13])[C:3]=1[O:2][CH3:1])[CH2:15][CH2:16][CH3:17]. The yield is 0.940. (2) The reactants are [OH:1][C:2]1([C:17]([O:19][CH2:20][C:21]2[CH:26]=[CH:25][CH:24]=[CH:23][CH:22]=2)=[O:18])[CH2:7][CH2:6][C:5](B2OC(C)(C)C(C)(C)O2)=[CH:4][CH2:3]1.FC(F)(F)S(O[C:33]1[C:34]([CH3:62])([CH3:61])[C@H:35]2[C@:48]([CH3:51])([CH2:49][CH:50]=1)[C@@H:47]1[C@:38]([CH3:60])([C@@:39]3([CH3:59])[C@H:44]([CH2:45][CH2:46]1)[C@H:43]1[C@H:52]([C:55]([CH3:57])=[CH2:56])[CH2:53][CH2:54][C@:42]1([NH2:58])[CH2:41][CH2:40]3)[CH2:37][CH2:36]2)(=O)=O.O.C(=O)([O-])[O-].[Na+].[Na+]. The catalyst is O1CCOCC1.O.C1C=CC([P]([Pd]([P](C2C=CC=CC=2)(C2C=CC=CC=2)C2C=CC=CC=2)([P](C2C=CC=CC=2)(C2C=CC=CC=2)C2C=CC=CC=2)[P](C2C=CC=CC=2)(C2C=CC=CC=2)C2C=CC=CC=2)(C2C=CC=CC=2)C2C=CC=CC=2)=CC=1. The product is [NH2:58][C@:42]12[CH2:54][CH2:53][C@@H:52]([C:55]([CH3:57])=[CH2:56])[C@@H:43]1[C@@H:44]1[C@@:39]([CH3:59])([CH2:40][CH2:41]2)[C@@:38]2([CH3:60])[C@@H:47]([C@:48]3([CH3:51])[C@@H:35]([CH2:36][CH2:37]2)[C:34]([CH3:61])([CH3:62])[C:33]([C:5]2[CH2:6][CH2:7][C:2]([OH:1])([C:17]([O:19][CH2:20][C:21]4[CH:22]=[CH:23][CH:24]=[CH:25][CH:26]=4)=[O:18])[CH2:3][CH:4]=2)=[CH:50][CH2:49]3)[CH2:46][CH2:45]1. The yield is 0.563. (3) The reactants are Cl.[NH:2]1[CH2:7][CH2:6][CH:5]([C:8]2[N:13]=[C:12]([N:14]3[CH2:19][CH2:18][CH2:17][CH2:16][CH2:15]3)[N:11]=[C:10]([OH:20])[CH:9]=2)[CH2:4][CH2:3]1.[OH:21][C:22]1[CH:23]=[C:24]([CH:27]=[CH:28][C:29]=1[O:30][CH3:31])[CH:25]=O.C(N(CC)CC)C.C(O[BH-](OC(=O)C)OC(=O)C)(=O)C.[Na+]. The catalyst is C(O)(=O)C.ClCCl. The product is [OH:21][C:22]1[CH:23]=[C:24]([CH:27]=[CH:28][C:29]=1[O:30][CH3:31])[CH2:25][N:2]1[CH2:7][CH2:6][CH:5]([C:8]2[N:13]=[C:12]([N:14]3[CH2:15][CH2:16][CH2:17][CH2:18][CH2:19]3)[N:11]=[C:10]([OH:20])[CH:9]=2)[CH2:4][CH2:3]1. The yield is 0.680. (4) The reactants are [NH2:1][C:2]1[O:3][CH2:4][C:5]2([C@H:19]3[C@@H:14]([CH2:15][C:16](=[O:20])[CH2:17][CH2:18]3)[CH2:13][C:12]3[C:7]2=[CH:8][C:9]([C:21]2[CH:22]=[N:23][CH:24]=[C:25]([Cl:27])[CH:26]=2)=[CH:10][CH:11]=3)[N:6]=1.[BH4-].[Na+]. The catalyst is C1COCC1.CO. The product is [NH2:1][C:2]1[O:3][CH2:4][C@@:5]2([C@H:19]3[C@@H:14]([CH2:15][C@@H:16]([OH:20])[CH2:17][CH2:18]3)[CH2:13][C:12]3[C:7]2=[CH:8][C:9]([C:21]2[CH:22]=[N:23][CH:24]=[C:25]([Cl:27])[CH:26]=2)=[CH:10][CH:11]=3)[N:6]=1. The yield is 0.380. (5) The reactants are [F:1][C:2]1[CH:7]=[C:6]([I:8])[CH:5]=[CH:4][C:3]=1[NH:9][C:10]1[N:15]([CH3:16])[C:14](=[O:17])[C:13]2[CH2:18][CH2:19][CH2:20][C:12]=2[C:11]=1[C:21]([OH:23])=O.[NH4+].[Cl-].CC[N:28]=C=NCCCN(C)C.C1C=CC2N(O)N=NC=2C=1.CCN(C(C)C)C(C)C. The catalyst is CN(C=O)C.O. The product is [F:1][C:2]1[CH:7]=[C:6]([I:8])[CH:5]=[CH:4][C:3]=1[NH:9][C:10]1[N:15]([CH3:16])[C:14](=[O:17])[C:13]2[CH2:18][CH2:19][CH2:20][C:12]=2[C:11]=1[C:21]([NH2:28])=[O:23]. The yield is 0.440. (6) The reactants are [C:1]([NH:11][C@@H:12]([C:16]([OH:18])=O)[CH:13]([CH3:15])[CH3:14])([O:3][CH2:4][C:5]1[CH:10]=[CH:9][CH:8]=[CH:7][CH:6]=1)=[O:2].CN1CCOCC1.ClC(OCC(C)C)=O.[NH2:34][CH2:35][CH:36]([O:39][CH3:40])[O:37][CH3:38]. The catalyst is C1COCC1. The product is [CH2:4]([O:3][C:1](=[O:2])[NH:11][C@H:12]([CH:13]([CH3:14])[CH3:15])[C:16]([NH:34][CH2:35][CH:36]([O:39][CH3:40])[O:37][CH3:38])=[O:18])[C:5]1[CH:6]=[CH:7][CH:8]=[CH:9][CH:10]=1. The yield is 0.995. (7) The reactants are [CH2:1]([O:8][C:9]([NH:11][CH2:12][C:13]1([C:26](O)=[O:27])[CH2:18][CH2:17][N:16]([C:19]([O:21][C:22]([CH3:25])([CH3:24])[CH3:23])=[O:20])[CH2:15][CH2:14]1)=[O:10])[C:2]1[CH:7]=[CH:6][CH:5]=[CH:4][CH:3]=1.N1C=CC=CC=1.C(Cl)(=O)C(Cl)=O.[CH3:41][N:42]([CH3:53])[C:43](=[O:52])[O:44][C:45]1[CH:50]=[CH:49][CH:48]=[C:47]([NH2:51])[CH:46]=1. The catalyst is CN(C=O)C.C(Cl)Cl. The product is [CH2:1]([O:8][C:9]([NH:11][CH2:12][C:13]1([C:26](=[O:27])[NH:51][C:47]2[CH:48]=[CH:49][CH:50]=[C:45]([O:44][C:43](=[O:52])[N:42]([CH3:41])[CH3:53])[CH:46]=2)[CH2:14][CH2:15][N:16]([C:19]([O:21][C:22]([CH3:23])([CH3:25])[CH3:24])=[O:20])[CH2:17][CH2:18]1)=[O:10])[C:2]1[CH:3]=[CH:4][CH:5]=[CH:6][CH:7]=1. The yield is 0.720.